Task: Predict the product of the given reaction.. Dataset: Forward reaction prediction with 1.9M reactions from USPTO patents (1976-2016) Given the reactants [O:1]([C:8]1[CH:9]=[C:10]([CH2:14][C:15]([NH:17][CH:18]([CH2:22][CH2:23][CH3:24])[C:19]([OH:21])=O)=[O:16])[CH:11]=[CH:12][CH:13]=1)[C:2]1[CH:7]=[CH:6][CH:5]=[CH:4][CH:3]=1.[NH2:25][C:26]1[O:27][C:28]([C:31]([C:33]2[CH:38]=[CH:37][CH:36]=[CH:35][CH:34]=2)=[O:32])=[CH:29][N:30]=1.Cl.CN(C)C, predict the reaction product. The product is: [C:31]([C:28]1[O:27][C:26]([NH:25][C:19](=[O:21])[CH:18]([NH:17][C:15](=[O:16])[CH2:14][C:10]2[CH:11]=[CH:12][CH:13]=[C:8]([O:1][C:2]3[CH:3]=[CH:4][CH:5]=[CH:6][CH:7]=3)[CH:9]=2)[CH2:22][CH2:23][CH3:24])=[N:30][CH:29]=1)(=[O:32])[C:33]1[CH:34]=[CH:35][CH:36]=[CH:37][CH:38]=1.